Dataset: Merck oncology drug combination screen with 23,052 pairs across 39 cell lines. Task: Regression. Given two drug SMILES strings and cell line genomic features, predict the synergy score measuring deviation from expected non-interaction effect. Drug 1: COc1cccc2c1C(=O)c1c(O)c3c(c(O)c1C2=O)CC(O)(C(=O)CO)CC3OC1CC(N)C(O)C(C)O1. Cell line: SKMEL30. Drug 2: COC1=C2CC(C)CC(OC)C(O)C(C)C=C(C)C(OC(N)=O)C(OC)C=CC=C(C)C(=O)NC(=CC1=O)C2=O. Synergy scores: synergy=-4.10.